This data is from Catalyst prediction with 721,799 reactions and 888 catalyst types from USPTO. The task is: Predict which catalyst facilitates the given reaction. (1) The catalyst class is: 431. Reactant: [CH3:1][O:2][C:3]1[CH:8]=[CH:7][C:6](B(O)O)=[CH:5][CH:4]=1.[N:12]12[CH2:19][CH2:18][CH:15]([CH2:16][CH2:17]1)[C@@H:14]([NH:20][C:21]([C:23]1[O:24][C:25]3[CH:31]=[C:30](Br)[CH:29]=[CH:28][C:26]=3[CH:27]=1)=[O:22])[CH2:13]2.[OH-].[Na+]. Product: [N:12]12[CH2:19][CH2:18][CH:15]([CH2:16][CH2:17]1)[C@@H:14]([NH:20][C:21]([C:23]1[O:24][C:25]3[CH:31]=[C:30]([C:6]4[CH:7]=[CH:8][C:3]([O:2][CH3:1])=[CH:4][CH:5]=4)[CH:29]=[CH:28][C:26]=3[CH:27]=1)=[O:22])[CH2:13]2. (2) Product: [Cl:1][C:2]1[N:3]=[C:4]([CH2:8][C:15]2([OH:14])[CH2:16][CH2:17][N:18]([C:21]([O:23][C:24]([CH3:26])([CH3:25])[CH3:27])=[O:22])[CH2:19][CH2:20]2)[CH:5]=[CH:6][CH:7]=1. The catalyst class is: 188. Reactant: [Cl:1][C:2]1[CH:7]=[CH:6][CH:5]=[C:4]([CH3:8])[N:3]=1.C([Li])CCC.[O:14]=[C:15]1[CH2:20][CH2:19][N:18]([C:21]([O:23][C:24]([CH3:27])([CH3:26])[CH3:25])=[O:22])[CH2:17][CH2:16]1.[Cl-].[NH4+].